Dataset: Full USPTO retrosynthesis dataset with 1.9M reactions from patents (1976-2016). Task: Predict the reactants needed to synthesize the given product. (1) Given the product [C:1]([NH:4][C:5]1[CH:34]=[CH:33][C:8]([CH2:9][C:10]2[N:18]([CH2:19][O:20][C:21](=[O:26])[C:22]([CH3:24])([CH3:25])[CH3:23])[C:17]3[C:16](=[O:27])[N:15]([CH2:47][C:48]4[CH:53]=[C:52]([N+:54]([O-:56])=[O:55])[CH:51]=[CH:50][C:49]=4[F:57])[C:14](=[O:28])[N:13]([CH2:29][CH2:30][CH2:31][CH3:32])[C:12]=3[N:11]=2)=[CH:7][CH:6]=1)(=[O:3])[CH3:2], predict the reactants needed to synthesize it. The reactants are: [C:1]([NH:4][C:5]1[CH:34]=[CH:33][C:8]([CH2:9][C:10]2[N:18]([CH2:19][O:20][C:21](=[O:26])[C:22]([CH3:25])([CH3:24])[CH3:23])[C:17]3[C:16](=[O:27])[NH:15][C:14](=[O:28])[N:13]([CH2:29][CH2:30][CH2:31][CH3:32])[C:12]=3[N:11]=2)=[CH:7][CH:6]=1)(=[O:3])[CH3:2].N12CCCN=C1CCCCC2.Br[CH2:47][C:48]1[CH:53]=[C:52]([N+:54]([O-:56])=[O:55])[CH:51]=[CH:50][C:49]=1[F:57].C(OCC)(=O)C. (2) Given the product [CH3:3][O:2][N:4]=[C:12]([C:9]1[CH:8]=[CH:7][C:6]([Cl:5])=[CH:11][CH:10]=1)[CH:14]1[CH2:16][CH2:15]1, predict the reactants needed to synthesize it. The reactants are: Cl.[O:2]([NH2:4])[CH3:3].[Cl:5][C:6]1[CH:11]=[CH:10][C:9]([C:12]([CH:14]2[CH2:16][CH2:15]2)=O)=[CH:8][CH:7]=1. (3) Given the product [P:1]([OH:36])([OH:31])([O:3][CH2:4][CH2:5][N:6]([CH3:30])[C:7](=[O:29])[C:8]1[CH:13]=[C:12]([N:14]([CH2:15][CH2:16][Br:17])[CH2:18][CH2:19][Br:20])[C:11]([S:21]([CH2:24][CH3:25])(=[O:22])=[O:23])=[CH:10][C:9]=1[N+:26]([O-:28])=[O:27])=[O:2], predict the reactants needed to synthesize it. The reactants are: [P:1]([O:36]C(C)(C)C)([O:31]C(C)(C)C)([O:3][CH2:4][CH2:5][N:6]([CH3:30])[C:7](=[O:29])[C:8]1[CH:13]=[C:12]([N:14]([CH2:18][CH2:19][Br:20])[CH2:15][CH2:16][Br:17])[C:11]([S:21]([CH2:24][CH3:25])(=[O:23])=[O:22])=[CH:10][C:9]=1[N+:26]([O-:28])=[O:27])=[O:2].C(O)(C(F)(F)F)=O. (4) Given the product [F:9][C:10]([F:21])([F:20])[C:11]1[CH:16]=[CH:15][C:14]([C:2]2[CH:8]=[CH:7][CH:6]=[C:4]([NH2:5])[CH:3]=2)=[CH:13][CH:12]=1, predict the reactants needed to synthesize it. The reactants are: Br[C:2]1[CH:3]=[C:4]([CH:6]=[CH:7][CH:8]=1)[NH2:5].[F:9][C:10]([F:21])([F:20])[C:11]1[CH:16]=[CH:15][C:14](B(O)O)=[CH:13][CH:12]=1.C(=O)(O)[O-].[Na+]. (5) Given the product [Cl:24][C:19]1[C:20]([CH3:23])=[N:21][O:22][C:18]=1[NH:17][S:2]([C:5]1[S:6][C:7]([C:10]2[S:11][C:12]([CH2:15][CH3:16])=[CH:13][CH:14]=2)=[CH:8][CH:9]=1)(=[O:4])=[O:3], predict the reactants needed to synthesize it. The reactants are: Cl[S:2]([C:5]1[S:6][C:7]([C:10]2[S:11][C:12]([CH2:15][CH3:16])=[CH:13][CH:14]=2)=[CH:8][CH:9]=1)(=[O:4])=[O:3].[NH2:17][C:18]1[O:22][N:21]=[C:20]([CH3:23])[C:19]=1[Cl:24].